This data is from Forward reaction prediction with 1.9M reactions from USPTO patents (1976-2016). The task is: Predict the product of the given reaction. (1) Given the reactants [I:1][C:2]1[CH:3]=[C:4]([CH:6]=[CH:7][C:8]=1[O:9][CH3:10])[NH2:5].[C:11](O)([C:13](F)(F)F)=O.C(O[BH-](O[C:28](=O)[CH3:29])OC(=O)C)(=O)C.[CH3:31][N+:32](C)(C)[CH3:33], predict the reaction product. The product is: [I:1][C:2]1[CH:3]=[C:4]([NH:5][CH:13]2[CH2:11][CH2:31][N:32]([CH3:33])[CH2:28][CH2:29]2)[CH:6]=[CH:7][C:8]=1[O:9][CH3:10]. (2) Given the reactants [NH2:1][C@H:2]([C:13]([OH:15])=[O:14])[CH2:3][C:4]1[C:12]2[C:7](=[CH:8][CH:9]=[CH:10][CH:11]=2)[NH:6][CH:5]=1.[OH-].[Na+].[CH3:18][C:19]([O:22][C:23](O[C:23]([O:22][C:19]([CH3:21])([CH3:20])[CH3:18])=[O:24])=[O:24])([CH3:21])[CH3:20].Cl.O1CCOC[CH2:35]1, predict the reaction product. The product is: [C:19]([O:22][C:23]([NH:1][CH:2]([CH2:3][C:4]1[C:12]2[C:7](=[CH:8][CH:9]=[CH:10][CH:11]=2)[N:6]([CH3:35])[CH:5]=1)[C:13]([OH:15])=[O:14])=[O:24])([CH3:21])([CH3:20])[CH3:18].